From a dataset of Reaction yield outcomes from USPTO patents with 853,638 reactions. Predict the reaction yield, written as a fraction of the theoretical maximum amount of product (1.0 means a 100% yield; for example, 0.34 means a 34% yield). (1) The reactants are [CH3:1][O-:2].[Na+].[F:4][C:5]1[CH:10]=[C:9]([N+:11]([O-:13])=[O:12])[CH:8]=[C:7](F)[C:6]=1[N:15]1[CH:19]=[N:18][C:17]([CH3:20])=[N:16]1. The catalyst is C1COCC1. The product is [F:4][C:5]1[CH:10]=[C:9]([N+:11]([O-:13])=[O:12])[CH:8]=[C:7]([O:2][CH3:1])[C:6]=1[N:15]1[CH:19]=[N:18][C:17]([CH3:20])=[N:16]1. The yield is 0.820. (2) The reactants are Br[CH2:2][CH2:3][CH2:4][C:5]#[C:6][C:7]1[CH:12]=[CH:11][CH:10]=[CH:9][N:8]=1.[C:13]1(=[O:23])[C:21]2[C:16](=[CH:17][CH:18]=[CH:19][CH:20]=2)[C:15](=[O:22])[NH:14]1.C(=O)([O-])[O-].[K+].[K+]. The catalyst is CC(C)=O. The product is [N:8]1[CH:9]=[CH:10][CH:11]=[CH:12][C:7]=1[C:6]#[C:5][CH2:4][CH2:3][CH2:2][N:14]1[C:15](=[O:22])[C:16]2[C:21](=[CH:20][CH:19]=[CH:18][CH:17]=2)[C:13]1=[O:23]. The yield is 0.200. (3) The reactants are [F:1][C:2]([F:20])([F:19])[C:3]([C:9]1[CH:10]=[C:11]2[C:15](=[CH:16][CH:17]=1)[NH:14][CH:13]([CH3:18])[CH2:12]2)([OH:8])[C:4]([F:7])([F:6])[F:5].C1CCN2C(=NCCC2)CC1.[Si:32](Cl)([CH2:37][CH3:38])([CH2:35][CH3:36])[CH2:33][CH3:34]. The catalyst is CN(C=O)C. The product is [CH3:18][CH:13]1[CH2:12][C:11]2[C:15](=[CH:16][CH:17]=[C:9]([C:3]([O:8][Si:32]([CH2:37][CH3:38])([CH2:35][CH3:36])[CH2:33][CH3:34])([C:2]([F:1])([F:19])[F:20])[C:4]([F:7])([F:6])[F:5])[CH:10]=2)[NH:14]1. The yield is 0.990. (4) The reactants are [BH-](OC(C)=O)(OC(C)=O)OC(C)=O.[Na+].[Cl:15][C:16]1[CH:23]=[C:22]([NH:24][C@H:25]2[CH2:29][CH2:28][NH:27][CH2:26]2)[CH:21]=[CH:20][C:17]=1[C:18]#[N:19].[S:30]1[CH:34]=[CH:33][CH:32]=[C:31]1[CH:35]=O.C(O)(=O)C.C([O-])(O)=O.[Na+]. The catalyst is C(Cl)Cl. The product is [Cl:15][C:16]1[CH:23]=[C:22]([NH:24][C@H:25]2[CH2:29][CH2:28][N:27]([CH2:35][C:31]3[S:30][CH:34]=[CH:33][CH:32]=3)[CH2:26]2)[CH:21]=[CH:20][C:17]=1[C:18]#[N:19]. The yield is 0.630. (5) The reactants are Br[C:2]1[N:7]=[C:6]2[N:8]([C@H:12]([C:14]3[CH:19]=[CH:18][CH:17]=[CH:16][CH:15]=3)[CH3:13])[C:9]([OH:11])=[N:10][C:5]2=[N:4][CH:3]=1.[CH:20](/B(O)O)=[CH:21]/[CH3:22]. No catalyst specified. The product is [C:14]1([C@@H:12]([N:8]2[C:6]3=[N:7][C:2](/[CH:20]=[CH:21]\[CH3:22])=[CH:3][N:4]=[C:5]3[N:10]=[C:9]2[OH:11])[CH3:13])[CH:19]=[CH:18][CH:17]=[CH:16][CH:15]=1. The yield is 0.630. (6) The reactants are [CH3:1][C:2]1[O:6][N:5]=[C:4]([C:7]2[CH:12]=[CH:11][CH:10]=[CH:9][CH:8]=2)[C:3]=1[C:13]1[N:14]=[CH:15][N:16]([C:18]2[CH:26]=[CH:25][C:21]([C:22]([OH:24])=O)=[CH:20][CH:19]=2)[CH:17]=1.[N:27]1([CH2:33][CH2:34][CH2:35][NH2:36])[CH2:32][CH2:31][O:30][CH2:29][CH2:28]1. No catalyst specified. The product is [CH3:1][C:2]1[O:6][N:5]=[C:4]([C:7]2[CH:8]=[CH:9][CH:10]=[CH:11][CH:12]=2)[C:3]=1[C:13]1[N:14]=[CH:15][N:16]([C:18]2[CH:26]=[CH:25][C:21]([C:22]([NH:36][CH2:35][CH2:34][CH2:33][N:27]3[CH2:32][CH2:31][O:30][CH2:29][CH2:28]3)=[O:24])=[CH:20][CH:19]=2)[CH:17]=1. The yield is 0.100. (7) The reactants are [N:1]1[C:10]2[C:5](=[CH:6][CH:7]=[CH:8][CH:9]=2)[CH:4]=[CH:3][C:2]=1[NH:11][C:12](=[O:19])OCC(Cl)(Cl)Cl.[C:20]1([C:26]2[N:30]=[C:29]([N:31]3[CH2:36][CH2:35][NH:34][CH2:33][CH2:32]3)[S:28][N:27]=2)[CH:25]=[CH:24][CH:23]=[CH:22][CH:21]=1.C(N(C(C)C)CC)(C)C.O. The catalyst is CS(C)=O. The product is [C:20]1([C:26]2[N:30]=[C:29]([N:31]3[CH2:36][CH2:35][N:34]([C:12]([NH:11][C:2]4[CH:3]=[CH:4][C:5]5[C:10](=[CH:9][CH:8]=[CH:7][CH:6]=5)[N:1]=4)=[O:19])[CH2:33][CH2:32]3)[S:28][N:27]=2)[CH:21]=[CH:22][CH:23]=[CH:24][CH:25]=1. The yield is 0.460.